Dataset: Reaction yield outcomes from USPTO patents with 853,638 reactions. Task: Predict the reaction yield, written as a fraction of the theoretical maximum amount of product (1.0 means a 100% yield; for example, 0.34 means a 34% yield). (1) The reactants are C(OC(=O)[NH:7][CH:8]1[CH2:13][CH2:12][N:11]([S:14]([CH3:17])(=[O:16])=[O:15])[CH2:10][CH2:9]1)(C)(C)C.[F:19][C:20]([F:25])([F:24])[C:21]([OH:23])=[O:22]. The catalyst is C(Cl)Cl. The product is [F:19][C:20]([F:25])([F:24])[C:21]([OH:23])=[O:22].[CH3:17][S:14]([N:11]1[CH2:10][CH2:9][CH:8]([NH2:7])[CH2:13][CH2:12]1)(=[O:16])=[O:15]. The yield is 1.00. (2) The reactants are C([NH:4][C:5]1(C(OCC)=O)[CH2:9][CH:8]2[CH2:10][CH2:11][CH2:12][CH:13]=[C:7]2[S:6]1)(=O)C.[C:19]([O:29][CH2:30][CH3:31])(=[O:28])C=CC1C=CC=CC=1.N1CCCC1. The catalyst is [Pd].C1(C)C=C(C)C=C(C)C=1. The product is [NH2:4][C:5]1[S:6][C:7]2[CH:13]=[CH:12][CH:11]=[CH:10][C:8]=2[C:9]=1[C:19]([O:29][CH2:30][CH3:31])=[O:28]. The yield is 0.640. (3) The reactants are [CH3:1][O:2][C:3]1[CH:11]=[CH:10][CH:9]=[CH:8][C:4]=1[C:5]([OH:7])=O.C1C=CC2N(O)N=NC=2C=1.C(Cl)CCl.[NH2:26][CH2:27][C:28]([C:31]1[CH:36]=[CH:35][C:34]([NH:37][C:38](=[O:49])[C:39]2[CH:44]=[CH:43][C:42]([O:45][CH3:46])=[C:41]([O:47][CH3:48])[CH:40]=2)=[CH:33][CH:32]=1)([CH3:30])[CH3:29]. The catalyst is C(Cl)Cl. The product is [CH3:48][O:47][C:41]1[CH:40]=[C:39]([CH:44]=[CH:43][C:42]=1[O:45][CH3:46])[C:38]([NH:37][C:34]1[CH:33]=[CH:32][C:31]([C:28]([CH3:30])([CH3:29])[CH2:27][NH:26][C:5](=[O:7])[C:4]2[CH:8]=[CH:9][CH:10]=[CH:11][C:3]=2[O:2][CH3:1])=[CH:36][CH:35]=1)=[O:49]. The yield is 0.350. (4) The reactants are [CH:1]([N:4]([CH:16]([CH3:18])[CH3:17])[C:5]([N:7]1[C:11]2[CH:12]=[CH:13][CH:14]=[CH:15][C:10]=2[N:9]=[CH:8]1)=[O:6])([CH3:3])[CH3:2].[Li]CCCC.Cl[P:25]([CH:32]1[CH2:37][CH2:36][CH2:35][CH2:34][CH2:33]1)[CH:26]1[CH2:31][CH2:30][CH2:29][CH2:28][CH2:27]1.CO. The catalyst is C1COCC1.C(=O)=O.CC(C)=O. The product is [CH:32]1([P:25]([CH:26]2[CH2:27][CH2:28][CH2:29][CH2:30][CH2:31]2)[C:8]2[N:7]([C:5]([N:4]([CH:1]([CH3:3])[CH3:2])[CH:16]([CH3:18])[CH3:17])=[O:6])[C:11]3[CH:12]=[CH:13][CH:14]=[CH:15][C:10]=3[N:9]=2)[CH2:33][CH2:34][CH2:35][CH2:36][CH2:37]1. The yield is 0.730. (5) The catalyst is C(O)C.CO. The yield is 0.990. The product is [OH:1][CH2:2][C:3]1[C:8]([O:9][CH3:10])=[C:7]([CH3:11])[N:6]=[CH:5][C:4]=1[CH2:12][NH:13][C:14]([C:16]1[CH:21]=[CH:20][C:19]([C:22]2[CH:23]=[CH:24][C:25]([C:28](=[NH:30])[NH2:29])=[CH:26][CH:27]=2)=[CH:18][CH:17]=1)=[O:15]. The reactants are [OH:1][CH2:2][C:3]1[C:8]([O:9][CH3:10])=[C:7]([CH3:11])[N:6]=[CH:5][C:4]=1[CH2:12][NH:13][C:14]([C:16]1[CH:21]=[CH:20][C:19]([C:22]2[CH:27]=[CH:26][C:25]([C:28]#[N:29])=[CH:24][CH:23]=2)=[CH:18][CH:17]=1)=[O:15].[NH3:30]. (6) The reactants are Cl[CH2:2][C:3]1[CH:4]=[CH:5][C:6]2[O:11][C:10]([F:13])([F:12])[O:9]C(F)(F)[C:7]=2[CH:16]=1.[C-:17]#[N:18].[Na+]. The catalyst is CS(C)=O. The product is [F:13][C:10]1([F:12])[O:11][C:6]2[CH:5]=[CH:4][C:3]([CH2:2][C:17]#[N:18])=[CH:16][C:7]=2[O:9]1. The yield is 0.680. (7) The reactants are [CH3:1][O:2][C:3]([NH:5][C@@H:6]([CH:10]([CH3:12])[CH3:11])[C:7]([OH:9])=O)=[O:4].CN(C(ON1N=NC2C=CC=NC1=2)=[N+](C)C)C.F[P-](F)(F)(F)(F)F.C(Cl)Cl.Cl.[OH:41][C@H:42]1[CH2:46][NH:45][C@H:44]([C:47]([O:49][CH3:50])=[O:48])[CH2:43]1. The catalyst is C([O-])(O)=O.[Na+]. The product is [OH:41][C@H:42]1[CH2:46][N:45]([C:7](=[O:9])[C@@H:6]([NH:5][C:3]([O:2][CH3:1])=[O:4])[CH:10]([CH3:12])[CH3:11])[C@H:44]([C:47]([O:49][CH3:50])=[O:48])[CH2:43]1. The yield is 0.799. (8) The reactants are CS(O)(=O)=O.O=P12OP3(OP(OP(O3)(O1)=O)(=O)O2)=O.[C:20]([OH:24])(=O)[CH:21]=[CH2:22].[NH2:25][C:26]1[CH:31]=[C:30]([Br:32])[CH:29]=[CH:28][C:27]=1O.[OH-].[Na+]. The catalyst is O.ClCCl.C(OCC)C. The product is [Br:32][C:30]1[CH:29]=[CH:28][C:27]2[O:24][C:20]([CH:21]=[CH2:22])=[N:25][C:26]=2[CH:31]=1. The yield is 0.450.